From a dataset of Forward reaction prediction with 1.9M reactions from USPTO patents (1976-2016). Predict the product of the given reaction. (1) The product is: [O:33]=[CH:13][CH2:12][CH2:11][CH2:10][C@H:9]([NH:15][C:16]([C:18]1[CH:19]=[N:20][N:21]([C:24]2[CH:29]=[CH:28][C:27]([Cl:30])=[CH:26][CH:25]=2)[C:22]=1[CH3:23])=[O:17])[C:5]1[CH:6]=[CH:7][CH:8]=[C:3]([C:2]([F:32])([F:31])[F:1])[CH:4]=1. Given the reactants [F:1][C:2]([F:32])([F:31])[C:3]1[CH:4]=[C:5]([C@@H:9]([NH:15][C:16]([C:18]2[CH:19]=[N:20][N:21]([C:24]3[CH:29]=[CH:28][C:27]([Cl:30])=[CH:26][CH:25]=3)[C:22]=2[CH3:23])=[O:17])[CH2:10][CH2:11][CH2:12][CH:13]=C)[CH:6]=[CH:7][CH:8]=1.[O:33]=[O+][O-], predict the reaction product. (2) Given the reactants C(NC(C)C)(C)C.C([Li])CCC.CCCCCC.[C:19](=[O:21])=[O:20].CC(C)=O.[Cl:26][C:27]1[CH:32]=[CH:31][N:30]=[CH:29][CH:28]=1.[OH-].[Na+], predict the reaction product. The product is: [ClH:26].[Cl:26][C:27]1[C:32]([C:19]([OH:21])=[O:20])=[CH:31][N:30]=[CH:29][CH:28]=1. (3) Given the reactants Br[C:2]1[CH:3]=[CH:4][C:5]2[O:9][CH2:8][S:7][C:6]=2[CH:10]=1.[Li]CCCC.[CH3:16][C:17]1([CH3:24])[C:21]([CH3:23])([CH3:22])[O:20][BH:19][O:18]1.[NH4+].[Cl-], predict the reaction product. The product is: [O:9]1[C:5]2[CH:4]=[CH:3][C:2]([B:19]3[O:20][C:21]([CH3:23])([CH3:22])[C:17]([CH3:24])([CH3:16])[O:18]3)=[CH:10][C:6]=2[S:7][CH2:8]1. (4) Given the reactants [Cl-].[Na+:2].[C:3](=[O:6])([O-:5])[O-:4].[Na+].[Na+], predict the reaction product. The product is: [C:3](=[O:4])([O-:6])[O-:5].[Na+:2].[Na+:2].[C:3](=[O:5])=[O:4]. (5) Given the reactants Cl[C:2]1[CH:7]=[CH:6][N:5]=[C:4]([S:8][CH3:9])[N:3]=1.[NH2:10][NH2:11], predict the reaction product. The product is: [NH:10]([C:2]1[CH:7]=[CH:6][N:5]=[C:4]([S:8][CH3:9])[N:3]=1)[NH2:11]. (6) Given the reactants [CH2:1]1[O:7][C@H:6]([CH2:8][OH:9])[C@@H:4]([OH:5])[CH:3]=[CH:2]1, predict the reaction product. The product is: [CH2:1]1[O:7][C@H:6]([CH2:8][OH:9])[C@@H:4]([OH:5])[CH2:3][CH2:2]1. (7) Given the reactants [CH3:1][S-:2].[Na+].Cl[C:5]1[CH:10]=[C:9]([C:11]2[CH:16]=[CH:15][CH:14]=[CH:13][CH:12]=2)[N:8]=[CH:7][N:6]=1.O, predict the reaction product. The product is: [CH3:1][S:2][C:5]1[CH:10]=[C:9]([C:11]2[CH:16]=[CH:15][CH:14]=[CH:13][CH:12]=2)[N:8]=[CH:7][N:6]=1.